This data is from Reaction yield outcomes from USPTO patents with 853,638 reactions. The task is: Predict the reaction yield, written as a fraction of the theoretical maximum amount of product (1.0 means a 100% yield; for example, 0.34 means a 34% yield). (1) The reactants are Cl[C:2]1[CH:3]=[CH:4][C:5]([N+:9]([O-:11])=[O:10])=[C:6]([CH:8]=1)[NH2:7].[Cl:12][C:13]1[CH:18]=[CH:17][C:16](B(O)O)=[CH:15][CH:14]=1.[O-]P([O-])([O-])=O.[K+].[K+].[K+]. The catalyst is O1CCOCC1.O.C1C=CC([P]([Pd]([P](C2C=CC=CC=2)(C2C=CC=CC=2)C2C=CC=CC=2)([P](C2C=CC=CC=2)(C2C=CC=CC=2)C2C=CC=CC=2)[P](C2C=CC=CC=2)(C2C=CC=CC=2)C2C=CC=CC=2)(C2C=CC=CC=2)C2C=CC=CC=2)=CC=1. The product is [Cl:12][C:13]1[CH:18]=[CH:17][C:16]([C:3]2[CH:2]=[CH:8][C:6]([NH2:7])=[C:5]([N+:9]([O-:11])=[O:10])[CH:4]=2)=[CH:15][CH:14]=1. The yield is 0.690. (2) The reactants are [CH2:1]([C@H:8]1[CH2:13][N:12]([C:14]2[CH:19]=[CH:18][C:17]([O:20][CH3:21])=[C:16]([O:22][CH:23]3[CH2:27][CH2:26][CH2:25][CH2:24]3)[CH:15]=2)[CH2:11][CH2:10][N:9]1[CH2:28][C:29](O)=[O:30])[C:2]1[CH:7]=[CH:6][CH:5]=[CH:4][CH:3]=1.C1CC[CH:35]([N:38]=C=NC2CCCCC2)CC1.C1COCC1.CN. The catalyst is C(Cl)Cl.CN(C1C=CN=CC=1)C. The product is [CH2:1]([C@H:8]1[CH2:13][N:12]([C:14]2[CH:19]=[CH:18][C:17]([O:20][CH3:21])=[C:16]([O:22][CH:23]3[CH2:27][CH2:26][CH2:25][CH2:24]3)[CH:15]=2)[CH2:11][CH2:10][N:9]1[CH2:28][C:29]([NH:38][CH3:35])=[O:30])[C:2]1[CH:3]=[CH:4][CH:5]=[CH:6][CH:7]=1. The yield is 0.290. (3) The reactants are [CH3:1][C:2]1[N:7]=[C:6]([C:8]([OH:10])=O)[CH:5]=[CH:4][CH:3]=1.[C:11]([C:14]1[C:19]([NH2:20])=[C:18]([CH3:21])[C:17]([O:22][CH3:23])=[CH:16][CH:15]=1)(=[O:13])[CH3:12].N1C=CC=CC=1.O=P(Cl)(Cl)Cl.[OH-].[Na+]. The catalyst is C(Cl)Cl.O. The product is [C:11]([C:14]1[C:19]([NH:20][C:8]([C:6]2[CH:5]=[CH:4][CH:3]=[C:2]([CH3:1])[N:7]=2)=[O:10])=[C:18]([CH3:21])[C:17]([O:22][CH3:23])=[CH:16][CH:15]=1)(=[O:13])[CH3:12]. The yield is 0.860. (4) The reactants are [F:1][C:2]1[CH:3]=[C:4]([C:8]2[C:12]([CH2:13][O:14][C:15]3[CH:23]=[CH:22][C:18]([C:19]([OH:21])=O)=[CH:17][N:16]=3)=[C:11]([CH3:24])[O:10][N:9]=2)[CH:5]=[CH:6][CH:7]=1.F[B-](F)(F)F.[N:30]1(OC(N(C)C)=[N+](C)C)[C:34]2[CH:35]=CC=C[C:33]=2N=N1.C(N(CC)C(C)C)(C)C.C(N)(C)C. The catalyst is CN(C=O)C. The product is [F:1][C:2]1[CH:3]=[C:4]([C:8]2[C:12]([CH2:13][O:14][C:15]3[CH:23]=[CH:22][C:18]([C:19]([NH:30][CH:34]([CH3:35])[CH3:33])=[O:21])=[CH:17][N:16]=3)=[C:11]([CH3:24])[O:10][N:9]=2)[CH:5]=[CH:6][CH:7]=1. The yield is 0.510.